This data is from Forward reaction prediction with 1.9M reactions from USPTO patents (1976-2016). The task is: Predict the product of the given reaction. (1) Given the reactants [F:1]C(F)(N(CC)CC)C(F)C(F)(F)F.[N:15]1([C:19]([C@@H:21]2[CH2:25][C@H:24](O)[CH2:23][N:22]2[C:27]([O:29][C:30]([CH3:33])([CH3:32])[CH3:31])=[O:28])=[O:20])[CH2:18][CH2:17][CH2:16]1.[F-].[Na+].C(=O)([O-])[O-].[K+].[K+], predict the reaction product. The product is: [N:15]1([C:19]([C@@H:21]2[CH2:25][CH:24]([F:1])[CH2:23][N:22]2[C:27]([O:29][C:30]([CH3:33])([CH3:32])[CH3:31])=[O:28])=[O:20])[CH2:18][CH2:17][CH2:16]1. (2) Given the reactants C[O:2][C:3]1[CH:8]=[C:7]([O:9]C)[CH:6]=[CH:5][C:4]=1[C:11](=[O:27])[CH:12]([C:17]1[CH:22]=[CH:21][C:20]([O:23]C)=[C:19]([O:25]C)[CH:18]=1)[CH2:13]OCC.B(Br)(Br)[Br:29], predict the reaction product. The product is: [OH:2][C:3]1[CH:8]=[C:7]([OH:9])[CH:6]=[CH:5][C:4]=1[C:11](=[O:27])[C:12]([C:17]1[CH:22]=[CH:21][C:20]([OH:23])=[C:19]([OH:25])[CH:18]=1)=[CH2:13].[OH:2][C:3]1[CH:8]=[C:7]([OH:9])[CH:6]=[CH:5][C:4]=1[C:11](=[O:27])[CH:12]([C:17]1[CH:22]=[CH:21][C:20]([OH:23])=[C:19]([OH:25])[CH:18]=1)[CH2:13][Br:29]. (3) Given the reactants [NH:1]([C:3](=[O:21])[CH2:4][C:5]1[S:6][C:7]2[CH:13]=[C:12]([C:14]([O:16][C:17]([CH3:20])([CH3:19])[CH3:18])=[O:15])[CH:11]=[CH:10][C:8]=2[N:9]=1)[NH2:2].C[C:23]1([CH2:30][C:31](O)=O)[S:27][C:26](=[O:28])[NH:25][C:24]1=[O:29], predict the reaction product. The product is: [O:28]=[C:26]1[NH:25][C:24](=[O:29])[CH:23]([CH2:30][C:31]2[O:21][C:3]([CH2:4][C:5]3[S:6][C:7]4[CH:13]=[C:12]([C:14]([O:16][C:17]([CH3:18])([CH3:20])[CH3:19])=[O:15])[CH:11]=[CH:10][C:8]=4[N:9]=3)=[N:1][N:2]=2)[S:27]1.